From a dataset of Peptide-MHC class II binding affinity with 134,281 pairs from IEDB. Regression. Given a peptide amino acid sequence and an MHC pseudo amino acid sequence, predict their binding affinity value. This is MHC class II binding data. (1) The peptide sequence is SRCYSIYLSINGVLE. The MHC is DRB1_0405 with pseudo-sequence DRB1_0405. The binding affinity (normalized) is 0.805. (2) The peptide sequence is GLEWNDNTVRVSETL. The MHC is DRB3_0101 with pseudo-sequence DRB3_0101. The binding affinity (normalized) is 0.468. (3) The binding affinity (normalized) is 0.736. The peptide sequence is YDKFWANVSTVLTGK. The MHC is DRB1_1001 with pseudo-sequence DRB1_1001. (4) The peptide sequence is MGASYFAADRILPEL. The MHC is DRB5_0101 with pseudo-sequence DRB5_0101. The binding affinity (normalized) is 0.419. (5) The peptide sequence is TPDVSFFDSSFAPYL. The MHC is DRB1_1302 with pseudo-sequence DRB1_1302. The binding affinity (normalized) is 0.476. (6) The peptide sequence is STHEMYYVSGARSNV. The MHC is HLA-DQA10501-DQB10402 with pseudo-sequence HLA-DQA10501-DQB10402. The binding affinity (normalized) is 0.552.